Task: Regression. Given two drug SMILES strings and cell line genomic features, predict the synergy score measuring deviation from expected non-interaction effect.. Dataset: Merck oncology drug combination screen with 23,052 pairs across 39 cell lines (1) Drug 1: NC1(c2ccc(-c3nc4ccn5c(=O)[nH]nc5c4cc3-c3ccccc3)cc2)CCC1. Drug 2: COC1CC2CCC(C)C(O)(O2)C(=O)C(=O)N2CCCCC2C(=O)OC(C(C)CC2CCC(OP(C)(C)=O)C(OC)C2)CC(=O)C(C)C=C(C)C(O)C(OC)C(=O)C(C)CC(C)C=CC=CC=C1C. Cell line: LOVO. Synergy scores: synergy=38.9. (2) Drug 1: Cn1nnc2c(C(N)=O)ncn2c1=O. Drug 2: NC1CCCCC1N.O=C(O)C(=O)O.[Pt+2]. Cell line: LOVO. Synergy scores: synergy=-34.2. (3) Drug 1: O=P1(N(CCCl)CCCl)NCCCO1. Drug 2: O=C(NOCC(O)CO)c1ccc(F)c(F)c1Nc1ccc(I)cc1F. Cell line: A2058. Synergy scores: synergy=-1.84. (4) Cell line: A375. Drug 1: CN1C(=O)C=CC2(C)C3CCC4(C)C(NC(=O)OCC(F)(F)F)CCC4C3CCC12. Drug 2: O=C(O)C1(Cc2cccc(Nc3nccs3)n2)CCC(Oc2cccc(Cl)c2F)CC1. Synergy scores: synergy=18.8. (5) Drug 1: CN1C(=O)C=CC2(C)C3CCC4(C)C(NC(=O)OCC(F)(F)F)CCC4C3CCC12. Drug 2: N#Cc1ccc(Cn2cncc2CN2CCN(c3cccc(Cl)c3)C(=O)C2)cc1. Cell line: A427. Synergy scores: synergy=22.9. (6) Drug 1: Cc1nc(Nc2ncc(C(=O)Nc3c(C)cccc3Cl)s2)cc(N2CCN(CCO)CC2)n1. Drug 2: CCc1cnn2c(NCc3ccc[n+]([O-])c3)cc(N3CCCCC3CCO)nc12. Cell line: RKO. Synergy scores: synergy=19.4. (7) Drug 1: COC1CC2CCC(C)C(O)(O2)C(=O)C(=O)N2CCCCC2C(=O)OC(C(C)CC2CCC(OP(C)(C)=O)C(OC)C2)CC(=O)C(C)C=C(C)C(O)C(OC)C(=O)C(C)CC(C)C=CC=CC=C1C. Drug 2: CCc1cnn2c(NCc3ccc[n+]([O-])c3)cc(N3CCCCC3CCO)nc12. Cell line: SKMEL30. Synergy scores: synergy=15.1.